From a dataset of Forward reaction prediction with 1.9M reactions from USPTO patents (1976-2016). Predict the product of the given reaction. (1) Given the reactants [C:1]([N:9]=[C:10]=[S:11])(=[O:8])[C:2]1[CH:7]=[CH:6][CH:5]=[CH:4][CH:3]=1.[NH2:12][CH2:13][CH2:14][CH2:15][Si:16]([O:21][CH3:22])([O:19][CH3:20])[O:17][CH3:18], predict the reaction product. The product is: [CH2:15]([Si:16]([O:21][CH3:22])([O:19][CH3:20])[O:17][CH3:18])[CH2:14][CH3:13].[C:1]([NH:9][C:10]([NH2:12])=[S:11])(=[O:8])[C:2]1[CH:7]=[CH:6][CH:5]=[CH:4][CH:3]=1. (2) Given the reactants [F:1][C:2]1[CH:7]=[CH:6][C:5]([CH:8]([OH:22])[CH:9]([NH2:21])[CH2:10][C:11]2[CH:16]=[CH:15][C:14]([C:17]([F:20])([F:19])[F:18])=[CH:13][CH:12]=2)=[CH:4][CH:3]=1.[CH3:23][N:24]([CH3:38])[C:25]1[C:34]2[C:29](=[CH:30][CH:31]=[CH:32][CH:33]=2)[C:28]([C:35](O)=[O:36])=[CH:27][CH:26]=1.Cl.C(N=C=NCCCN(C)C)C.ON1C2C=CC=CC=2N=N1, predict the reaction product. The product is: [CH3:23][N:24]([CH3:38])[C:25]1[C:34]2[C:29](=[CH:30][CH:31]=[CH:32][CH:33]=2)[C:28]([C:35]([NH:21][CH:9]([CH2:10][C:11]2[CH:16]=[CH:15][C:14]([C:17]([F:20])([F:19])[F:18])=[CH:13][CH:12]=2)[CH:8]([C:5]2[CH:4]=[CH:3][C:2]([F:1])=[CH:7][CH:6]=2)[OH:22])=[O:36])=[CH:27][CH:26]=1. (3) Given the reactants [Br:1][C:2]1[CH:7]=[CH:6][C:5]([NH:8][C:9]2[N:14]=[CH:13][CH:12]=[CH:11][N:10]=2)=[CH:4][CH:3]=1.[C@@H:15]1(N)[CH2:20][CH2:19][CH2:18][CH2:17][C@H:16]1N.CC(C)([O-])C.[Na+], predict the reaction product. The product is: [Br:1][C:2]1[CH:3]=[CH:4][C:5]([N:8]([C:15]2[CH:20]=[CH:19][CH:18]=[CH:17][CH:16]=2)[C:9]2[N:10]=[CH:11][CH:12]=[CH:13][N:14]=2)=[CH:6][CH:7]=1. (4) Given the reactants B.CSC.O=[C:6]1[NH:24][CH2:23][CH2:22][C:9]2([CH2:14][CH2:13][N:12]([C:15]([O:17][C:18]([CH3:21])([CH3:20])[CH3:19])=[O:16])[CH2:11][CH2:10]2)[O:8][CH2:7]1, predict the reaction product. The product is: [CH2:10]1[C:9]2([CH2:22][CH2:23][NH:24][CH2:6][CH2:7][O:8]2)[CH2:14][CH2:13][N:12]([C:15]([O:17][C:18]([CH3:21])([CH3:20])[CH3:19])=[O:16])[CH2:11]1. (5) Given the reactants Cl[C:2]1[N:7]=[C:6]([Cl:8])[N:5]=[C:4]([N:9]2[CH2:14][CH2:13][O:12][CH2:11][C@@H:10]2[CH3:15])[N:3]=1.[CH3:16][NH:17][C:18]([NH:20][C:21]1[CH:26]=[CH:25][C:24](B2OC(C)(C)C(C)(C)O2)=[CH:23][CH:22]=1)=[O:19].C([O-])([O-])=O.[Na+].[Na+], predict the reaction product. The product is: [Cl:8][C:6]1[N:5]=[C:4]([N:9]2[CH2:14][CH2:13][O:12][CH2:11][C@@H:10]2[CH3:15])[N:3]=[C:2]([C:24]2[CH:23]=[CH:22][C:21]([NH:20][C:18]([NH:17][CH3:16])=[O:19])=[CH:26][CH:25]=2)[N:7]=1.